This data is from hERG Central: cardiac toxicity at 1µM, 10µM, and general inhibition. The task is: Predict hERG channel inhibition at various concentrations. (1) The molecule is Cc1ccc(S(=O)(=O)N(CC(=O)NCc2cccnc2)c2ccc(F)cc2)cc1. Results: hERG_inhib (hERG inhibition (general)): blocker. (2) The molecule is CC[C@]12CCCN3CCc4c(n(c5ccccc45)[C@](O)(C(=O)OC)C1)[C@@H]32. Results: hERG_inhib (hERG inhibition (general)): blocker. (3) The compound is COc1ccc(C2SCCN2C(=O)c2ccc([N+](=O)[O-])cc2)cc1. Results: hERG_inhib (hERG inhibition (general)): blocker. (4) The compound is CCc1ccc2[nH]c(=O)c(CN(CCN(C)C)C(=S)NCc3ccco3)cc2c1. Results: hERG_inhib (hERG inhibition (general)): blocker. (5) The compound is O=C(CN1CCN(Cc2ccccc2Cl)CC1)N=Nc1c(O)[nH]c2ccccc12. Results: hERG_inhib (hERG inhibition (general)): blocker. (6) The compound is O=C(CCN1CCN(c2ccccc2)CC1)Nc1cccc(Br)c1. Results: hERG_inhib (hERG inhibition (general)): blocker. (7) The drug is COc1ccc(-n2c(NCCN(C)C)nc3sc4c(c3c2=O)CCCCC4)cc1. Results: hERG_inhib (hERG inhibition (general)): blocker.